Task: Predict the reactants needed to synthesize the given product.. Dataset: Full USPTO retrosynthesis dataset with 1.9M reactions from patents (1976-2016) Given the product [C:35]([OH:44])(=[O:43])[C:36]1[C:37](=[CH:39][CH:40]=[CH:41][CH:42]=1)[OH:38].[CH2:1]([O:3][C:4]([NH:6][CH2:7][C:8]1([CH2:14][C:15]([O:17][C:18]2[CH:23]=[CH:22][CH:21]=[C:20]([C@@:24]3([OH:34])[CH2:29][CH2:28][CH2:27][CH2:26][C@@H:25]3[CH2:30][N:31]([CH3:32])[CH3:33])[CH:19]=2)=[O:16])[CH2:9][CH2:10][CH2:11][CH2:12][CH2:13]1)=[O:5])[CH3:2], predict the reactants needed to synthesize it. The reactants are: [CH2:1]([O:3][C:4]([NH:6][CH2:7][C:8]1([CH2:14][C:15]([O:17][C:18]2[CH:23]=[CH:22][CH:21]=[C:20]([C@@:24]3([OH:34])[CH2:29][CH2:28][CH2:27][CH2:26][C@@H:25]3[CH2:30][N:31]([CH3:33])[CH3:32])[CH:19]=2)=[O:16])[CH2:13][CH2:12][CH2:11][CH2:10][CH2:9]1)=[O:5])[CH3:2].[C:35]([OH:44])(=[O:43])[C:36]1[C:37](=[CH:39][CH:40]=[CH:41][CH:42]=1)[OH:38].